From a dataset of Merck oncology drug combination screen with 23,052 pairs across 39 cell lines. Regression. Given two drug SMILES strings and cell line genomic features, predict the synergy score measuring deviation from expected non-interaction effect. (1) Drug 1: CN(C)C(=N)N=C(N)N. Drug 2: N#Cc1ccc(Cn2cncc2CN2CCN(c3cccc(Cl)c3)C(=O)C2)cc1. Cell line: UACC62. Synergy scores: synergy=12.0. (2) Drug 1: CN1C(=O)C=CC2(C)C3CCC4(C)C(NC(=O)OCC(F)(F)F)CCC4C3CCC12. Drug 2: O=S1(=O)NC2(CN1CC(F)(F)F)C1CCC2Cc2cc(C=CCN3CCC(C(F)(F)F)CC3)ccc2C1. Cell line: HCT116. Synergy scores: synergy=6.83. (3) Drug 1: CN1C(=O)C=CC2(C)C3CCC4(C)C(NC(=O)OCC(F)(F)F)CCC4C3CCC12. Drug 2: NC1CCCCC1N.O=C(O)C(=O)O.[Pt+2]. Cell line: A375. Synergy scores: synergy=-20.4. (4) Drug 1: C=CCn1c(=O)c2cnc(Nc3ccc(N4CCN(C)CC4)cc3)nc2n1-c1cccc(C(C)(C)O)n1. Drug 2: Cn1cc(-c2cnn3c(N)c(Br)c(C4CCCNC4)nc23)cn1. Cell line: ZR751. Synergy scores: synergy=36.0. (5) Drug 1: O=S1(=O)NC2(CN1CC(F)(F)F)C1CCC2Cc2cc(C=CCN3CCC(C(F)(F)F)CC3)ccc2C1. Drug 2: Nc1ccn(C2OC(CO)C(O)C2(F)F)c(=O)n1. Cell line: HT29. Synergy scores: synergy=0.0703. (6) Drug 1: COC12C(COC(N)=O)C3=C(C(=O)C(C)=C(N)C3=O)N1CC1NC12. Drug 2: Cn1cc(-c2cnn3c(N)c(Br)c(C4CCCNC4)nc23)cn1. Cell line: UWB1289. Synergy scores: synergy=4.85. (7) Synergy scores: synergy=9.84. Drug 2: NC1(c2ccc(-c3nc4ccn5c(=O)[nH]nc5c4cc3-c3ccccc3)cc2)CCC1. Cell line: MDAMB436. Drug 1: CS(=O)(=O)CCNCc1ccc(-c2ccc3ncnc(Nc4ccc(OCc5cccc(F)c5)c(Cl)c4)c3c2)o1.